From a dataset of NCI-60 drug combinations with 297,098 pairs across 59 cell lines. Regression. Given two drug SMILES strings and cell line genomic features, predict the synergy score measuring deviation from expected non-interaction effect. Drug 1: CCC(=C(C1=CC=CC=C1)C2=CC=C(C=C2)OCCN(C)C)C3=CC=CC=C3.C(C(=O)O)C(CC(=O)O)(C(=O)O)O. Drug 2: C#CCC(CC1=CN=C2C(=N1)C(=NC(=N2)N)N)C3=CC=C(C=C3)C(=O)NC(CCC(=O)O)C(=O)O. Cell line: K-562. Synergy scores: CSS=85.4, Synergy_ZIP=24.3, Synergy_Bliss=-0.382, Synergy_Loewe=64.7, Synergy_HSA=0.644.